This data is from Full USPTO retrosynthesis dataset with 1.9M reactions from patents (1976-2016). The task is: Predict the reactants needed to synthesize the given product. (1) Given the product [CH3:1][C:2]1[C:7]([CH3:8])=[CH:6][CH:5]=[C:4]([N+:9]([O-:11])=[O:10])[C:3]=1[N:12]=[C:13]1[S:17][CH2:16][C:15]2([CH2:21][CH2:20][CH2:19][CH2:18]2)[N:14]1[CH2:22][CH:23]([CH3:25])[CH3:24], predict the reactants needed to synthesize it. The reactants are: [CH3:1][C:2]1[C:7]([CH3:8])=[CH:6][CH:5]=[C:4]([N+:9]([O-:11])=[O:10])[C:3]=1[N:12]=[C:13]1[S:17][CH2:16][C:15]2([CH2:21][CH2:20][CH2:19][CH2:18]2)[NH:14]1.[CH2:22](Br)[CH:23]([CH3:25])[CH3:24]. (2) Given the product [F:18][C:19]1[CH:20]=[C:21]([NH:25][C@:26]2([CH:44]=[C:9]([CH3:15])[C:10]([O:12][CH2:13][CH3:14])=[O:11])[CH2:31][CH2:30][N:29]([CH2:32][C:33]3[CH:38]=[CH:37][CH:36]=[C:35]([O:39][CH:40]([CH3:41])[CH3:42])[CH:34]=3)[C@@H:28]([CH3:43])[CH2:27]2)[CH:22]=[CH:23][CH:24]=1, predict the reactants needed to synthesize it. The reactants are: C(OP([CH:9]([CH3:15])[C:10]([O:12][CH2:13][CH3:14])=[O:11])(OCC)=O)C.[H-].[Na+].[F:18][C:19]1[CH:20]=[C:21]([NH:25][C@:26]2([CH:44]=O)[CH2:31][CH2:30][N:29]([CH2:32][C:33]3[CH:38]=[CH:37][CH:36]=[C:35]([O:39][CH:40]([CH3:42])[CH3:41])[CH:34]=3)[C@@H:28]([CH3:43])[CH2:27]2)[CH:22]=[CH:23][CH:24]=1.O. (3) Given the product [CH2:17]([O:24][C:25]1[CH:30]=[CH:29][C:28]([CH:31]2[CH2:36][CH2:35][N:34]([CH:2]3[CH2:6][CH2:5][N:4]([CH2:7][C:8]4[CH:13]=[CH:12][C:11]([CH3:14])=[C:10]([F:15])[CH:9]=4)[C:3]3=[O:16])[CH2:33][C:32]2([F:38])[F:37])=[CH:27][CH:26]=1)[C:18]1[CH:19]=[CH:20][CH:21]=[CH:22][CH:23]=1, predict the reactants needed to synthesize it. The reactants are: Br[CH:2]1[CH2:6][CH2:5][N:4]([CH2:7][C:8]2[CH:13]=[CH:12][C:11]([CH3:14])=[C:10]([F:15])[CH:9]=2)[C:3]1=[O:16].[CH2:17]([O:24][C:25]1[CH:30]=[CH:29][C:28]([CH:31]2[CH2:36][CH2:35][NH:34][CH2:33][C:32]2([F:38])[F:37])=[CH:27][CH:26]=1)[C:18]1[CH:23]=[CH:22][CH:21]=[CH:20][CH:19]=1.C(N(CC)CC)C.